From a dataset of Forward reaction prediction with 1.9M reactions from USPTO patents (1976-2016). Predict the product of the given reaction. (1) Given the reactants [CH3:1][O:2][CH2:3][CH2:4][O:5][C:6]1[CH:14]=[CH:13][C:9]([C:10]([OH:12])=O)=[CH:8][C:7]=1[N+:15]([O-:17])=[O:16].CN(C=O)C.C(Cl)(=O)C(Cl)=O.[NH2:29][C:30]1[S:34][C:33]([NH:35][C:36]2[CH:41]=[CH:40][N:39]=[C:38]([F:42])[CH:37]=2)=[N:32][C:31]=1[C:43]([NH2:45])=[O:44], predict the reaction product. The product is: [CH3:1][O:2][CH2:3][CH2:4][O:5][C:6]1[CH:14]=[CH:13][C:9]([C:10]([NH:29][C:30]2[S:34][C:33]([NH:35][C:36]3[CH:41]=[CH:40][N:39]=[C:38]([F:42])[CH:37]=3)=[N:32][C:31]=2[C:43]([NH2:45])=[O:44])=[O:12])=[CH:8][C:7]=1[N+:15]([O-:17])=[O:16]. (2) Given the reactants C[O:2][C:3]([C:5]1[C:6]([C:11]2[CH:16]=[CH:15][CH:14]=[C:13]([F:17])[CH:12]=2)=[N:7][O:8][C:9]=1[CH3:10])=[O:4].[OH-].[Na+], predict the reaction product. The product is: [F:17][C:13]1[CH:12]=[C:11]([C:6]2[C:5]([C:3]([OH:4])=[O:2])=[C:9]([CH3:10])[O:8][N:7]=2)[CH:16]=[CH:15][CH:14]=1. (3) Given the reactants C(N(CC)CC)C.[NH:8]1[CH2:13][CH2:12][O:11][CH2:10][CH2:9]1.C([O:17][C:18]1[CH:27]=[C:26]([CH2:28]Br)[C:25]([Br:30])=[CH:24][C:19]=1[C:20]([O:22]C)=[O:21])(=O)C, predict the reaction product. The product is: [Br:30][C:25]1[C:26]([CH2:28][N:8]2[CH2:13][CH2:12][O:11][CH2:10][CH2:9]2)=[CH:27][C:18]([OH:17])=[C:19]([CH:24]=1)[C:20]([OH:22])=[O:21]. (4) Given the reactants [Br:1][C:2]1[CH:3]=[C:4]([CH:31]=[CH:32][CH:33]=1)[CH2:5][N:6]1[C:14]2[C:13](=[O:15])[N:12]([CH3:16])[C:11](=[O:17])[N:10]([CH3:18])[C:9]=2[N:8]=[C:7]1[CH2:19][C:20]1[CH:21]=[C:22]([CH:28]=[CH:29][CH:30]=1)[C:23](OCC)=[O:24].[BH4-].[Li+], predict the reaction product. The product is: [Br:1][C:2]1[CH:3]=[C:4]([CH:31]=[CH:32][CH:33]=1)[CH2:5][N:6]1[C:14]2[C:13](=[O:15])[N:12]([CH3:16])[C:11](=[O:17])[N:10]([CH3:18])[C:9]=2[N:8]=[C:7]1[CH2:19][C:20]1[CH:30]=[CH:29][CH:28]=[C:22]([CH2:23][OH:24])[CH:21]=1. (5) Given the reactants [C:1]1([Li])[CH:6]=[CH:5][CH:4]=[CH:3][CH:2]=1.Br[C:9]1[CH:14]=[CH:13][C:12]([C:15]2([CH3:35])[C:20]([CH3:22])([CH3:21])[O:19][C:18]([NH:23][C@H:24]([C:26]3[CH:31]=[CH:30][CH:29]=[CH:28][C:27]=3[F:32])[CH3:25])=[N:17][S:16]2(=[O:34])=[O:33])=[CH:11][CH:10]=1, predict the reaction product. The product is: [C:9]1([C:1]2[CH:6]=[CH:5][CH:4]=[CH:3][CH:2]=2)[CH:14]=[CH:13][C:12]([C:15]2([CH3:35])[C:20]([CH3:22])([CH3:21])[O:19][C:18]([NH:23][C@H:24]([C:26]3[CH:31]=[CH:30][CH:29]=[CH:28][C:27]=3[F:32])[CH3:25])=[N:17][S:16]2(=[O:34])=[O:33])=[CH:11][CH:10]=1. (6) Given the reactants [CH3:1][N:2]1[C:6]2=[CH:7][CH:8]=[C:9]3[C:14]([N:13]=[C:12]([C:15]4[CH:21]=[CH:20][C:18]([NH2:19])=[CH:17][CH:16]=4)[N:11]=[C:10]3[N:22]3[CH2:27][CH2:26][O:25][CH2:24][CH2:23]3)=[C:5]2[CH:4]=[CH:3]1.ClC(Cl)(O[C:32](=[O:38])OC(Cl)(Cl)Cl)Cl.[CH:40]1([NH2:44])[CH2:43][CH2:42]C1, predict the reaction product. The product is: [CH:40]1([NH:44][C:32]([NH:19][C:18]2[CH:17]=[CH:16][C:15]([C:12]3[N:11]=[C:10]([N:22]4[CH2:27][CH2:26][O:25][CH2:24][CH2:23]4)[C:9]4[C:14](=[C:5]5[CH:4]=[CH:3][N:2]([CH3:1])[C:6]5=[CH:7][CH:8]=4)[N:13]=3)=[CH:21][CH:20]=2)=[O:38])[CH2:42][CH2:43]1. (7) The product is: [Cl:1][C:2]1[CH:3]=[C:4]([C@H:8]([N:10]2[CH:14]=[CH:13][O:12][C:11]2=[O:16])[CH3:9])[CH:5]=[CH:6][CH:7]=1. Given the reactants [Cl:1][C:2]1[CH:3]=[C:4]([C@H:8]([N:10]2[C:14](=O)[CH2:13][O:12][C:11]2=[O:16])[CH3:9])[CH:5]=[CH:6][CH:7]=1.[BH4-].[Na+].CC(C)=O.CS(Cl)(=O)=O, predict the reaction product.